This data is from Experimentally validated miRNA-target interactions with 360,000+ pairs, plus equal number of negative samples. The task is: Binary Classification. Given a miRNA mature sequence and a target amino acid sequence, predict their likelihood of interaction. The miRNA is hsa-miR-1304-3p with sequence UCUCACUGUAGCCUCGAACCCC. The protein sequence of the target gene is MERELEALAARLARPAEPPFQALVEAAGGRGQVLLVGELWEREQSRALLRDFARAVFPPEPGAAKPGGAAAEGAGPGAARGAQRAARAAGAAGAAAAAARAIRSPLVFVLCRASSLAAREPRRRLREMLRDVRGRRRAGAALVGVLVAEAGPEDAVAPGLRLLEALLRAVFGRQAGGPVQAAAYCPGLPASCLAVQAAACRALQAAGAGQPVEGAWERPGLPGLLACFSWGPWSRRKNQDVAACRSSAQEDFQEPEEELPLTAIFPNGDCDDLGRGSKACDGVVHTPAEPTGDSR. Result: 0 (no interaction).